Predict the reaction yield, written as a fraction of the theoretical maximum amount of product (1.0 means a 100% yield; for example, 0.34 means a 34% yield). From a dataset of Reaction yield outcomes from USPTO patents with 853,638 reactions. (1) The reactants are Cl[C:2]1[N:7]=[CH:6][C:5]([C:8](=[O:10])[CH3:9])=[CH:4][CH:3]=1.[NH:11]1[CH:15]=[CH:14][N:13]=[CH:12]1. No catalyst specified. The product is [N:11]1([C:2]2[N:7]=[CH:6][C:5]([C:8](=[O:10])[CH3:9])=[CH:4][CH:3]=2)[CH:15]=[CH:14][N:13]=[CH:12]1. The yield is 0.670. (2) The reactants are [F:1][C:2]1[CH:7]=[CH:6][C:5]([CH2:8][C:9]2[CH:18]=[C:17]3[C:12]([C:13]([OH:36])=[C:14]([C:27]([NH:29][CH:30]4[CH2:35][CH2:34]S[CH2:32][CH2:31]4)=[O:28])[C:15](=[O:26])[N:16]3[CH2:19][C:20]3[CH:21]=[N:22][CH:23]=[CH:24][CH:25]=3)=[N:11][CH:10]=2)=[CH:4][CH:3]=1.O[O:38][S:39]([O-:41])=O.[K+]. The catalyst is CO.O. The product is [O:38]=[S:39]1(=[O:41])[CH2:34][CH2:35][CH:30]([NH:29][C:27]([C:14]2[C:15](=[O:26])[N:16]([CH2:19][C:20]3[CH:21]=[N:22][CH:23]=[CH:24][CH:25]=3)[C:17]3[C:12]([C:13]=2[OH:36])=[N:11][CH:10]=[C:9]([CH2:8][C:5]2[CH:6]=[CH:7][C:2]([F:1])=[CH:3][CH:4]=2)[CH:18]=3)=[O:28])[CH2:31][CH2:32]1. The yield is 0.380. (3) The reactants are [Cl:1][CH2:2][CH2:3][N:4]([CH2:20][CH2:21][Cl:22])[C:5]1[CH:19]=[CH:18][C:8]([CH2:9][C@@H:10]([C:15]([OH:17])=[O:16])[NH:11][C:12](=[O:14])[CH3:13])=[CH:7][CH:6]=1.[Na].[Br:24][CH2:25][CH2:26][N:27]([CH2:30][CH3:31])[CH2:28][CH3:29].Br. The catalyst is C(#N)C.C(OCC)(=O)C. The product is [BrH:24].[CH2:26]([N:27]([CH2:30][CH2:31][O:16][C:15](=[O:17])[C@H:10]([CH2:9][C:8]1[CH:18]=[CH:19][C:5]([N:4]([CH2:20][CH2:21][Cl:22])[CH2:3][CH2:2][Cl:1])=[CH:6][CH:7]=1)[NH:11][C:12](=[O:14])[CH3:13])[CH2:28][CH3:29])[CH3:25]. The yield is 0.721. (4) The reactants are [C:1]([NH:4][CH2:5][CH2:6][CH2:7][S:8]([O:11][CH2:12][C:13]([CH3:19])([CH3:18])[CH2:14][CH2:15][CH:16]=[O:17])(=[O:10])=[O:9])(=[O:3])[CH3:2].[CH2:20]([OH:27])[C:21]1[CH:26]=[CH:25][CH:24]=[CH:23][CH:22]=1.IN1C(=O)CCC1=O.C(=O)([O-])[O-].[K+].[K+]. The catalyst is C(#N)C.O. The product is [C:1]([NH:4][CH2:5][CH2:6][CH2:7][S:8]([O:11][CH2:12][C:13]([CH3:19])([CH3:18])[CH2:14][CH2:15][C:16]([O:27][CH2:20][C:21]1[CH:26]=[CH:25][CH:24]=[CH:23][CH:22]=1)=[O:17])(=[O:10])=[O:9])(=[O:3])[CH3:2]. The yield is 0.160. (5) The reactants are [OH:1][C:2]1[CH:7]=[CH:6][C:5]([C:8]2([C:11]([OH:13])=O)[CH2:10][CH2:9]2)=[CH:4][CH:3]=1.[NH:14]1[CH2:18][CH2:17][C@@:16]2([C:22]3[CH:23]=[CH:24][CH:25]=[CH:26][C:21]=3[C:20](=[O:27])[O:19]2)[CH2:15]1.[CH3:28][C:29]1(C)[C@@H]2CC[C@@:30]1([CH2:37]S(O)(=O)=O)[C:31](=O)[CH2:32]2.F[P-](F)(F)(F)(F)F.[N:50]1(O[P+](N(C)C)(N(C)C)N(C)C)C2C=CC=CC=2N=N1.C(N(CC)C(C)C)(C)C. The catalyst is C(Cl)Cl. The product is [N:50]1[CH:32]=[CH:31][C:30]([CH2:37][O:1][C:2]2[CH:3]=[CH:4][C:5]([C:8]3([C:11]([N:14]4[CH2:18][CH2:17][C@@:16]5([C:22]6[CH:23]=[CH:24][CH:25]=[CH:26][C:21]=6[C:20](=[O:27])[O:19]5)[CH2:15]4)=[O:13])[CH2:9][CH2:10]3)=[CH:6][CH:7]=2)=[CH:29][CH:28]=1. The yield is 0.890. (6) The product is [CH2:1]([O:3][C:4]([C@@H:6]1[CH2:10][CH2:9][CH2:8][C@@H:7]1[NH:11][CH2:12][CH2:13][C:14]([CH3:15])([CH3:17])[CH3:16])=[O:5])[CH3:2]. The reactants are [CH2:1]([O:3][C:4]([C:6]1[CH2:10][CH2:9][CH2:8][C:7]=1[NH:11][CH2:12][CH2:13][C:14]([CH3:17])([CH3:16])[CH3:15])=[O:5])[CH3:2].B.N1C=CC=CC=1.C(OC([C@@H]1CCC[C@H]1NCCC(C)(C)C)=O)C. The catalyst is C(O)(=O)C. The yield is 0.0700. (7) The reactants are [CH3:1][O:2][C:3]1[C@:10]2([CH2:13][CH:14]=[C:15]([CH3:17])[CH3:16])[C:11](=[O:12])[C@@H:6]([C@:7]([CH3:28])([CH2:22][CH2:23][CH:24]=[C:25]([CH3:27])[CH3:26])[C@@H:8]([O:18][CH2:19][O:20][CH3:21])[CH2:9]2)[C:5](=[O:29])[CH:4]=1.[Li+].CC([N-]C(C)C)C.[CH2:38](Br)[CH:39]=[C:40]([CH3:42])[CH3:41]. The catalyst is C1COCC1. The product is [CH3:1][O:2][C:3]1[C@:10]2([CH2:13][CH:14]=[C:15]([CH3:16])[CH3:17])[C:11](=[O:12])[C@@H:6]([C@:7]([CH3:28])([CH2:22][CH2:23][CH:24]=[C:25]([CH3:27])[CH3:26])[C@@H:8]([O:18][CH2:19][O:20][CH3:21])[CH2:9]2)[C:5](=[O:29])[C:4]=1[CH2:38][CH:39]=[C:40]([CH3:42])[CH3:41]. The yield is 0.510.